This data is from Reaction yield outcomes from USPTO patents with 853,638 reactions. The task is: Predict the reaction yield, written as a fraction of the theoretical maximum amount of product (1.0 means a 100% yield; for example, 0.34 means a 34% yield). (1) The reactants are [CH:1]1([C:4]2[C:5]([N:24]([C:29]3[CH:34]=[CH:33][C:32]([OH:35])=[CH:31][CH:30]=3)[S:25]([CH3:28])(=[O:27])=[O:26])=[CH:6][C:7]3[O:11][C:10]([C:12]4[CH:17]=[CH:16][C:15]([F:18])=[CH:14][CH:13]=4)=[C:9]([C:19]([NH:21][CH3:22])=[O:20])[C:8]=3[CH:23]=2)[CH2:3][CH2:2]1.C(=O)([O-])[O-].[K+].[K+].Br[CH2:43][B:44]1[O:48]C(C)(C)C(C)(C)[O:45]1. The catalyst is CC#N. The product is [CH:1]1([C:4]2[C:5]([N:24]([C:29]3[CH:30]=[CH:31][C:32]([O:35][CH2:43][B:44]([OH:48])[OH:45])=[CH:33][CH:34]=3)[S:25]([CH3:28])(=[O:27])=[O:26])=[CH:6][C:7]3[O:11][C:10]([C:12]4[CH:17]=[CH:16][C:15]([F:18])=[CH:14][CH:13]=4)=[C:9]([C:19](=[O:20])[NH:21][CH3:22])[C:8]=3[CH:23]=2)[CH2:3][CH2:2]1. The yield is 0.810. (2) The reactants are [Cl:1][C:2]1[CH:34]=[CH:33][CH:32]=[C:31]([Cl:35])[C:3]=1[C:4]([NH:6][C@H:7]([C:27]([O:29]C)=[O:28])[CH2:8][C:9]1[CH:14]=[CH:13][C:12]([C:15]2[CH2:16][CH2:17][N:18]([C:21]3[CH:26]=[CH:25][CH:24]=[CH:23][CH:22]=3)[CH2:19][CH:20]=2)=[CH:11][CH:10]=1)=[O:5].[OH-].[Li+].O. The catalyst is C(#N)C.CO. The product is [Cl:1][C:2]1[CH:34]=[CH:33][CH:32]=[C:31]([Cl:35])[C:3]=1[C:4]([NH:6][C@H:7]([C:27]([OH:29])=[O:28])[CH2:8][C:9]1[CH:14]=[CH:13][C:12]([C:15]2[CH2:20][CH2:19][N:18]([C:21]3[CH:26]=[CH:25][CH:24]=[CH:23][CH:22]=3)[CH2:17][CH:16]=2)=[CH:11][CH:10]=1)=[O:5]. The yield is 0.480. (3) The reactants are [NH:1]1[C:5]2=[N:6][CH:7]=[CH:8][CH:9]=[C:4]2[CH2:3][CH2:2]1.[Br:10]N1C(=O)CCC1=O.C(=O)(O)[O-].[Na+]. The catalyst is CN(C)C=O. The product is [Br:10][C:8]1[CH:9]=[C:4]2[CH2:3][CH2:2][NH:1][C:5]2=[N:6][CH:7]=1. The yield is 0.480. (4) The reactants are CC1(C)[O:6][C@@H:5]([CH2:7][O:8][NH:9][C:10]([C:12]2[CH:20]=[CH:19][C:15]3[CH:16]=[N:17][S:18][C:14]=3[C:13]=2[NH:21][C:22]2[CH:27]=[CH:26][C:25]([Br:28])=[CH:24][C:23]=2[F:29])=[O:11])[CH2:4][O:3]1.Cl. The catalyst is CO. The product is [OH:6][C@H:5]([CH2:4][OH:3])[CH2:7][O:8][NH:9][C:10]([C:12]1[CH:20]=[CH:19][C:15]2[CH:16]=[N:17][S:18][C:14]=2[C:13]=1[NH:21][C:22]1[CH:27]=[CH:26][C:25]([Br:28])=[CH:24][C:23]=1[F:29])=[O:11]. The yield is 0.710. (5) The reactants are [NH2:1][C:2]1[CH:10]=[CH:9][CH:8]=[C:7]([Cl:11])[C:3]=1[C:4]([OH:6])=O.O=S(Cl)Cl.[Cl:16][C:17]1[CH:23]=[CH:22][CH:21]=[CH:20][C:18]=1[NH2:19].C(Cl)(Cl)Cl. The catalyst is C1C=CC=CC=1. The product is [NH2:1][C:2]1[CH:10]=[CH:9][CH:8]=[C:7]([Cl:11])[C:3]=1[C:4]([NH:19][C:18]1[CH:20]=[CH:21][CH:22]=[CH:23][C:17]=1[Cl:16])=[O:6]. The yield is 0.260. (6) The reactants are [NH2:1][C:2]1[CH:3]=[C:4]([CH:7]=[CH:8][CH:9]=1)[CH2:5][OH:6].[C:10](OC(=O)C)(=[O:12])[CH3:11]. The catalyst is C1COCC1.CCOC(C)=O. The product is [OH:6][CH2:5][C:4]1[CH:3]=[C:2]([NH:1][C:10](=[O:12])[CH3:11])[CH:9]=[CH:8][CH:7]=1. The yield is 0.850. (7) The reactants are [CH2:1]([S:3]([N:6]1[CH2:11][CH2:10][CH:9]([C:12]2[C:20]3[C:15](=[C:16]([C:33]([NH2:35])=[O:34])[CH:17]=[C:18]([C:21]4[CH:26]=[C:25]([O:27][CH3:28])[C:24]([O:29][CH3:30])=[C:23]([CH:31]=O)[CH:22]=4)[CH:19]=3)[NH:14][CH:13]=2)[CH2:8][CH2:7]1)(=[O:5])=[O:4])[CH3:2].C([BH3-])#N.[Na+].[CH3:40][NH:41][CH3:42]. The catalyst is CO.[Cl-].[Zn+2].[Cl-]. The product is [CH3:40][N:41]([CH2:31][C:23]1[CH:22]=[C:21]([C:18]2[CH:19]=[C:20]3[C:15](=[C:16]([C:33]([NH2:35])=[O:34])[CH:17]=2)[NH:14][CH:13]=[C:12]3[CH:9]2[CH2:10][CH2:11][N:6]([S:3]([CH2:1][CH3:2])(=[O:5])=[O:4])[CH2:7][CH2:8]2)[CH:26]=[C:25]([O:27][CH3:28])[C:24]=1[O:29][CH3:30])[CH3:42]. The yield is 0.347. (8) The reactants are [NH2:1][C@@H:2]([CH2:33][C:34]1[CH:39]=[CH:38][CH:37]=[CH:36][CH:35]=1)[C@@H:3]([OH:32])[CH2:4][C@H:5]([NH:19][C:20]([C@@H:22]([NH:27][C:28](=[O:31])[O:29][CH3:30])[C:23]([CH3:26])([CH3:25])[CH3:24])=[O:21])[CH2:6][C:7]1[CH:12]=[CH:11][C:10]([C:13]2[CH:18]=[CH:17][CH:16]=[CH:15][N:14]=2)=[CH:9][CH:8]=1.[CH3:40][C:41]([CH3:62])([CH3:61])[C@H:42]([N:46]1[CH2:50][C:49](=[O:51])[N:48]([CH2:52][C:53]2[CH:58]=[CH:57][CH:56]=[C:55]([CH3:59])[N:54]=2)[C:47]1=[O:60])[C:43](O)=[O:44].CCOP(ON1N=NC2C=CC=CC=2C1=O)(OCC)=O.C(N(CC)C(C)C)(C)C. The catalyst is C1COCC1. The product is [CH3:40][C:41]([CH3:62])([CH3:61])[C@H:42]([N:46]1[CH2:50][C:49](=[O:51])[N:48]([CH2:52][C:53]2[CH:58]=[CH:57][CH:56]=[C:55]([CH3:59])[N:54]=2)[C:47]1=[O:60])[C:43]([NH:1][C@@H:2]([CH2:33][C:34]1[CH:35]=[CH:36][CH:37]=[CH:38][CH:39]=1)[C@@H:3]([OH:32])[CH2:4][C@H:5]([NH:19][C:20]([C@@H:22]([NH:27][C:28](=[O:31])[O:29][CH3:30])[C:23]([CH3:26])([CH3:25])[CH3:24])=[O:21])[CH2:6][C:7]1[CH:12]=[CH:11][C:10]([C:13]2[CH:18]=[CH:17][CH:16]=[CH:15][N:14]=2)=[CH:9][CH:8]=1)=[O:44]. The yield is 0.730.